This data is from Full USPTO retrosynthesis dataset with 1.9M reactions from patents (1976-2016). The task is: Predict the reactants needed to synthesize the given product. (1) Given the product [OH:1][CH:2]1[CH2:6][S:21](=[O:25])(=[O:23])[CH2:4][C:3]1([CH3:9])[C:7]#[N:8], predict the reactants needed to synthesize it. The reactants are: [OH:1][CH:2]1[CH2:6]S[CH2:4][C:3]1([CH3:9])[C:7]#[N:8].C1C=C(Cl)C=C(C(OO)=O)C=1.[S:21]([O-:25])([O-])(=[O:23])=S.[Na+].[Na+]. (2) Given the product [Cl:1][C:2]1[CH:7]=[CH:6][C:5]([C:8]2[CH:12]=[C:11]([F:13])[S:10][C:9]=2[CH2:14][O:15][C:53]2[C:52]([F:55])=[CH:51][C:50]([CH2:56][CH2:57][C:58]([O:60][CH2:61][CH3:62])=[O:59])=[CH:49][C:48]=2[F:47])=[CH:4][CH:3]=1, predict the reactants needed to synthesize it. The reactants are: [Cl:1][C:2]1[CH:7]=[CH:6][C:5]([C:8]2[CH:12]=[C:11]([F:13])[S:10][C:9]=2[CH2:14][OH:15])=[CH:4][CH:3]=1.C1CCN(C(N=NC(N2CCCCC2)=O)=O)CC1.P(CCCC)(CCCC)CCCC.[F:47][C:48]1[CH:49]=[C:50]([CH2:56][CH2:57][C:58]([O:60][CH2:61][CH3:62])=[O:59])[CH:51]=[C:52]([F:55])[C:53]=1O. (3) Given the product [CH3:1][C:2]1[CH:11]=[N:10][C:9]2[C:4](=[CH:5][CH:6]=[CH:7][C:8]=2[NH2:12])[N:3]=1, predict the reactants needed to synthesize it. The reactants are: [CH3:1][C:2]1[CH:11]=[N:10][C:9]2[C:4](=[CH:5][CH:6]=[CH:7][C:8]=2[N+:12]([O-])=O)[N:3]=1. (4) Given the product [CH3:10][C:9]1([CH3:11])[C@@H:6]2[CH2:7][C@H:8]1[C:2](/[CH:1]=[CH:18]/[C:13]1[CH:14]=[CH:15][CH:16]=[CH:17][N:12]=1)=[CH:3][C:4]2=[O:5], predict the reactants needed to synthesize it. The reactants are: [CH3:1][C:2]1[C@H:8]2[C:9]([CH3:11])([CH3:10])[C@H:6]([CH2:7]2)[C:4](=[O:5])[CH:3]=1.[N:12]1[CH:17]=[CH:16][CH:15]=[CH:14][C:13]=1[CH:18]=O.O(C)[Na].O. (5) Given the product [NH:6]1[C:5]2[CH:9]=[CH:10][C:2]([N:1]3[CH:15]([C:14]4[CH:17]=[CH:18][C:19]([C:20]([F:23])([F:22])[F:21])=[C:12]([F:11])[CH:13]=4)[CH2:31][NH:30][C:35]3=[O:36])=[CH:3][C:4]=2[N:8]=[CH:7]1, predict the reactants needed to synthesize it. The reactants are: [NH2:1][C:2]1[CH:10]=[CH:9][C:5]2[N:6]=[CH:7][NH:8][C:4]=2[CH:3]=1.[F:11][C:12]1[CH:13]=[C:14]([CH:17]=[CH:18][C:19]=1[C:20]([F:23])([F:22])[F:21])[CH:15]=O.[Si](C#N)(C)(C)C.[N:30]1([C:35](N2C=CN=C2)=[O:36])C=CN=[CH:31]1. (6) Given the product [CH2:19]([O:18][C:4]1[CH:3]=[C:2]([NH:1][CH2:39][C:36]2[CH:35]=[CH:34][C:33]([C:30]3[CH:31]=[CH:32][C:27]([Br:26])=[CH:28][CH:29]=3)=[CH:38][CH:37]=2)[CH:17]=[CH:16][C:5]=1[C:6]([O:8][CH2:9][C:10]1[CH:15]=[CH:14][CH:13]=[CH:12][CH:11]=1)=[O:7])[C:20]1[CH:25]=[CH:24][CH:23]=[CH:22][CH:21]=1, predict the reactants needed to synthesize it. The reactants are: [NH2:1][C:2]1[CH:17]=[CH:16][C:5]([C:6]([O:8][CH2:9][C:10]2[CH:15]=[CH:14][CH:13]=[CH:12][CH:11]=2)=[O:7])=[C:4]([O:18][CH2:19][C:20]2[CH:25]=[CH:24][CH:23]=[CH:22][CH:21]=2)[CH:3]=1.[Br:26][C:27]1[CH:32]=[CH:31][C:30]([C:33]2[CH:38]=[CH:37][C:36]([CH:39]=O)=[CH:35][CH:34]=2)=[CH:29][CH:28]=1.